This data is from Catalyst prediction with 721,799 reactions and 888 catalyst types from USPTO. The task is: Predict which catalyst facilitates the given reaction. Reactant: [CH3:1][NH:2][CH2:3][CH2:4][OH:5].CN(C=O)C.Br[CH2:12][C:13]1[CH:22]=[CH:21][C:16]([C:17]([O:19][CH3:20])=[O:18])=[CH:15][CH:14]=1.C(=O)([O-])[O-].[Na+].[Na+]. Product: [OH:5][CH2:4][CH2:3][N:2]([CH2:12][C:13]1[CH:22]=[CH:21][C:16]([C:17]([O:19][CH3:20])=[O:18])=[CH:15][CH:14]=1)[CH3:1]. The catalyst class is: 6.